This data is from CYP2D6 inhibition data for predicting drug metabolism from PubChem BioAssay. The task is: Regression/Classification. Given a drug SMILES string, predict its absorption, distribution, metabolism, or excretion properties. Task type varies by dataset: regression for continuous measurements (e.g., permeability, clearance, half-life) or binary classification for categorical outcomes (e.g., BBB penetration, CYP inhibition). Dataset: cyp2d6_veith. (1) The drug is COc1ccc(Oc2ncc3nc(-c4cn(C)c5ccccc45)c(=O)n(C4CC4)c3n2)cc1. The result is 0 (non-inhibitor). (2) The drug is COc1ccc(C(=O)NC(CO)c2nnc(SCc3ccc(Cl)c(Cl)c3)n2C)cc1. The result is 0 (non-inhibitor). (3) The molecule is CCn1c(SCC(=O)Nc2ccccc2C(=O)OC)nnc1-c1ccc(N)cc1. The result is 0 (non-inhibitor). (4) The molecule is Cc1noc(C)c1-c1cc(N(C)C)ncn1. The result is 0 (non-inhibitor). (5) The drug is COCCn1c(=O)c(-c2ccc(F)cc2)nc2cnc(OCc3ccccc3)nc21. The result is 0 (non-inhibitor). (6) The drug is CC(c1ccccc1C(O)c1ccccc1)N(C)C.Cl. The result is 0 (non-inhibitor). (7) The compound is O=C(Nc1cccc(F)c1)N1CC[C@@]2(CCCN(C(=O)c3csnn3)C2)C1. The result is 0 (non-inhibitor). (8) The drug is O=C(CCN1C(=O)c2cccc3cccc(c23)C1=O)N1CCN(Cc2ccc3c(c2)OCO3)CC1. The result is 1 (inhibitor). (9) The compound is COc1ccc(C(C(=O)NC(C)(C)C)N(C(=O)CNC(=O)c2cccs2)c2ccc(C)cc2)cc1OC. The result is 0 (non-inhibitor). (10) The compound is COc1ccccc1CN1CCCC2(CCN(C(=O)c3ccco3)CC2)C1. The result is 1 (inhibitor).